Task: Predict the product of the given reaction.. Dataset: Forward reaction prediction with 1.9M reactions from USPTO patents (1976-2016) (1) Given the reactants [F:1][C:2]1[CH:7]=[C:6]([C:8]([F:11])([F:10])[F:9])[CH:5]=[CH:4][C:3]=1[C@H:12]([NH:27][C:28]([N:30]1[CH2:39][CH2:38][C:37]2[CH:36]=[N:35][C:34]([NH:40][CH:41]3[CH2:46][CH2:45][O:44][CH2:43][CH2:42]3)=[N:33][C:32]=2[CH2:31]1)=[O:29])[C@H:13]1[N:17](C(OC(C)(C)C)=O)[C:16]([CH3:26])([CH3:25])[CH2:15][CH2:14]1.Cl.CC(O)C.C([O-])([O-])=O.[Na+].[Na+], predict the reaction product. The product is: [CH3:25][C:16]1([CH3:26])[NH:17][C@H:13]([C@H:12]([C:3]2[CH:4]=[CH:5][C:6]([C:8]([F:10])([F:9])[F:11])=[CH:7][C:2]=2[F:1])[NH:27][C:28]([N:30]2[CH2:39][CH2:38][C:37]3[CH:36]=[N:35][C:34]([NH:40][CH:41]4[CH2:42][CH2:43][O:44][CH2:45][CH2:46]4)=[N:33][C:32]=3[CH2:31]2)=[O:29])[CH2:14][CH2:15]1. (2) Given the reactants [C:1]([O:5][C:6]([NH:8][C@@H:9](CC1CCCCC1)[C:10](O)=[O:11])=[O:7])([CH3:4])([CH3:3])[CH3:2].[CH:20]1([OH:25])[CH2:24][CH2:23][CH2:22][CH2:21]1.[CH2:26](Cl)[CH2:27]Cl, predict the reaction product. The product is: [C:1]([O:5][C:6]([NH:8][C@@H:9]([CH:27]1[CH2:26][CH2:22][CH2:21][CH2:20][CH2:24]1)[C:10]([O:25][CH:20]1[CH2:24][CH2:23][CH2:22][CH2:21]1)=[O:11])=[O:7])([CH3:4])([CH3:3])[CH3:2]. (3) Given the reactants [F:1][C:2]1[CH:7]=[CH:6][C:5]([C:8]2[N:12](COCC[Si](C)(C)C)[C:11]([C:21]([F:24])([F:23])[F:22])=[N:10][C:9]=2[C:25]2[CH:30]=[CH:29][C:28]([S:31]([NH2:34])(=[O:33])=[O:32])=[CH:27][CH:26]=2)=[CH:4][CH:3]=1.Cl, predict the reaction product. The product is: [F:1][C:2]1[CH:7]=[CH:6][C:5]([C:8]2[NH:12][C:11]([C:21]([F:23])([F:22])[F:24])=[N:10][C:9]=2[C:25]2[CH:30]=[CH:29][C:28]([S:31]([NH2:34])(=[O:33])=[O:32])=[CH:27][CH:26]=2)=[CH:4][CH:3]=1. (4) Given the reactants [Cl:1][C:2]1[N:3]=[C:4](Cl)[C:5]2[CH:10]=[CH:9][NH:8][C:6]=2[N:7]=1.[OH-:12].[K+].Cl, predict the reaction product. The product is: [Cl:1][C:2]1[NH:3][C:4](=[O:12])[C:5]2[CH:10]=[CH:9][NH:8][C:6]=2[N:7]=1. (5) Given the reactants [Br:1][C:2]1[CH:3]=[N:4][CH:5]=[C:6]([Br:9])[C:7]=1Cl.[NH:10]1[CH2:18][CH2:17][CH:13]([C:14]([NH2:16])=[O:15])[CH2:12][CH2:11]1.C(N(CC)CC)C, predict the reaction product. The product is: [Br:1][C:2]1[CH:3]=[N:4][CH:5]=[C:6]([Br:9])[C:7]=1[N:10]1[CH2:18][CH2:17][CH:13]([C:14]([NH2:16])=[O:15])[CH2:12][CH2:11]1. (6) Given the reactants [CH2:1]([O:3][C:4](=[O:19])[CH:5]=[C:6]([O:8][C:9]1[C:18]2[CH2:17][CH2:16][CH2:15][CH2:14][C:13]=2[CH:12]=[CH:11][CH:10]=1)[CH3:7])[CH3:2].[Br:20]N1C(=O)CCC1=O, predict the reaction product. The product is: [CH2:1]([O:3][C:4](=[O:19])[CH:5]=[C:6]([O:8][C:9]1[C:18]2[CH2:17][CH2:16][CH2:15][CH2:14][C:13]=2[CH:12]=[CH:11][CH:10]=1)[CH2:7][Br:20])[CH3:2]. (7) Given the reactants NC1(C2C=CC(C3C(=O)C4C(=CC=C(F)C=4)OC=3C3C=CC=CC=3)=CC=2)CCC1.C(OC(=O)[NH:36][C:37]1([C:41]2[CH:46]=[CH:45][C:44]([C:47]3[C:48](=[O:68])[C:49]4[CH:50]=[CH:51][C:52]5[C:53](=[N:63][N:64]([CH2:66][CH3:67])[CH:65]=5)[C:54]=4[O:55][C:56]=3[C:57]3[CH:62]=[CH:61][CH:60]=[CH:59][CH:58]=3)=[CH:43][CH:42]=2)[CH2:40][CH2:39][CH2:38]1)(C)(C)C.C(O)(C(F)(F)F)=O.[ClH:77], predict the reaction product. The product is: [ClH:77].[NH2:36][C:37]1([C:41]2[CH:42]=[CH:43][C:44]([C:47]3[C:48](=[O:68])[C:49]4[CH:50]=[CH:51][C:52]5[C:53](=[N:63][N:64]([CH2:66][CH3:67])[CH:65]=5)[C:54]=4[O:55][C:56]=3[C:57]3[CH:62]=[CH:61][CH:60]=[CH:59][CH:58]=3)=[CH:45][CH:46]=2)[CH2:40][CH2:39][CH2:38]1.